Dataset: NCI-60 drug combinations with 297,098 pairs across 59 cell lines. Task: Regression. Given two drug SMILES strings and cell line genomic features, predict the synergy score measuring deviation from expected non-interaction effect. Drug 1: COC1=NC(=NC2=C1N=CN2C3C(C(C(O3)CO)O)O)N. Drug 2: C(CN)CNCCSP(=O)(O)O. Cell line: KM12. Synergy scores: CSS=-12.2, Synergy_ZIP=5.75, Synergy_Bliss=1.03, Synergy_Loewe=-42.4, Synergy_HSA=-9.44.